This data is from Catalyst prediction with 721,799 reactions and 888 catalyst types from USPTO. The task is: Predict which catalyst facilitates the given reaction. (1) Reactant: [CH2:1]([O:3][P:4]([CH2:9][CH2:10][CH2:11][CH:12]=[CH2:13])(=[O:8])[O:5][CH2:6][CH3:7])[CH3:2].C([Li])(CC)C.C1CCCCC1.I[CH2:26][CH2:27][CH2:28][CH2:29][CH2:30][CH2:31][CH2:32][CH2:33][CH2:34][CH3:35]. Product: [CH2:6]([O:5][P:4]([CH:9]([CH2:26][CH2:27][CH2:28][CH2:29][CH2:30][CH2:31][CH2:32][CH2:33][CH2:34][CH3:35])[CH2:10][CH2:11][CH:12]=[CH2:13])(=[O:8])[O:3][CH2:1][CH3:2])[CH3:7]. The catalyst class is: 7. (2) Product: [N+:5]([C:8]1[CH:13]=[CH:12][C:11]([NH:14][C:1](=[O:2])[CH3:3])=[CH:10][CH:9]=1)([O-:7])=[O:6]. Reactant: [C:1](Cl)([CH3:3])=[O:2].[N+:5]([C:8]1[CH:13]=[CH:12][C:11]([NH2:14])=[CH:10][CH:9]=1)([O-:7])=[O:6]. The catalyst class is: 202.